This data is from Reaction yield outcomes from USPTO patents with 853,638 reactions. The task is: Predict the reaction yield, written as a fraction of the theoretical maximum amount of product (1.0 means a 100% yield; for example, 0.34 means a 34% yield). (1) The reactants are [H-].[H-].[H-].[H-].[Li+].[Al+3].C([O:9][C:10](=O)[C:11]1[CH:16]=[CH:15][CH:14]=[N:13][C:12]=1[CH2:17][CH3:18])C. The catalyst is O1CCCC1. The product is [CH2:17]([C:12]1[C:11]([CH2:10][OH:9])=[CH:16][CH:15]=[CH:14][N:13]=1)[CH3:18]. The yield is 0.540. (2) The reactants are [CH3:1][C:2]([CH3:4])=O.[Cl:5][C:6]1[CH:11]=[CH:10][C:9]([CH:12]([C:15]2[C:23]3[C:18](=[CH:19][C:20]([C:24]4[C:25]5[C@H:32]([CH3:33])[CH2:31][CH2:30][C:26]=5[N:27]=[CH:28][N:29]=4)=[CH:21][CH:22]=3)[NH:17][CH:16]=2)[CH2:13][NH2:14])=[CH:8][CH:7]=1.C(N(CC)C(C)C)(C)C.C(O[BH-](OC(=O)C)OC(=O)C)(=O)C.[Na+].C([O-])(O)=O.[Na+]. The catalyst is C(Cl)Cl. The product is [Cl:5][C:6]1[CH:11]=[CH:10][C:9]([C@H:12]([C:15]2[C:23]3[C:18](=[CH:19][C:20]([C:24]4[C:25]5[C@H:32]([CH3:33])[CH2:31][CH2:30][C:26]=5[N:27]=[CH:28][N:29]=4)=[CH:21][CH:22]=3)[NH:17][CH:16]=2)[CH2:13][NH:14][CH:2]([CH3:4])[CH3:1])=[CH:8][CH:7]=1. The yield is 0.168. (3) The reactants are [N:1]1([N:6]([C:19]2[CH:26]=[CH:25][C:22]([C:23]#[N:24])=[CH:21][CH:20]=2)[CH2:7][C:8]2[C:12]3[CH:13]=[CH:14][C:15]([O:17]C)=[CH:16][C:11]=3[S:10][CH:9]=2)[CH:5]=[CH:4][N:3]=[CH:2]1.B(Br)(Br)Br.C([O-])(O)=O.[Na+]. The catalyst is C(Cl)Cl. The product is [OH:17][C:15]1[CH:14]=[CH:13][C:12]2[C:8]([CH2:7][N:6]([C:19]3[CH:26]=[CH:25][C:22]([C:23]#[N:24])=[CH:21][CH:20]=3)[N:1]3[CH:5]=[CH:4][N:3]=[CH:2]3)=[CH:9][S:10][C:11]=2[CH:16]=1. The yield is 0.620. (4) The reactants are I[C:2]1[CH:7]=[CH:6][C:5]([O:8][CH3:9])=[CH:4][C:3]=1[N+:10]([O-:12])=[O:11].C1([Mg]Cl)C=CC=CC=1.[CH:21](=[O:25])[CH:22]([CH3:24])[CH3:23]. The catalyst is C1COCC1. The product is [CH3:9][O:8][C:5]1[CH:6]=[CH:7][C:2]([CH:21]([OH:25])[CH:22]([CH3:24])[CH3:23])=[C:3]([N+:10]([O-:12])=[O:11])[CH:4]=1. The yield is 0.670.